From a dataset of Forward reaction prediction with 1.9M reactions from USPTO patents (1976-2016). Predict the product of the given reaction. (1) Given the reactants C1CCCCCCC1.N(OC(C)(C)C)=O.ON1[C:21](=O)[C:20]2=[CH:23][CH:24]=[CH:25][CH:26]=[C:19]2[C:18]1=[O:27].C1(=NO)CCCCCCC1.[N+](C1CCCCCCC1)([O-])=O, predict the reaction product. The product is: [C:18]1(=[O:27])[CH2:19][CH2:26][CH2:25][CH2:24][CH2:23][CH2:20][CH2:21]1. (2) Given the reactants [CH3:1][C:2]1[C:6]2[CH:7]=[CH:8][C:9]([C:11]([F:14])([F:13])[F:12])=[CH:10][C:5]=2[S:4][C:3]=1[C:15](=[O:26])[CH2:16][CH2:17][O:18][CH2:19][C:20]1[CH:25]=[CH:24][CH:23]=[CH:22][CH:21]=1.[H-].C([Al+]CC(C)C)C(C)C.O, predict the reaction product. The product is: [CH3:1][C:2]1[C:6]2[CH:7]=[CH:8][C:9]([C:11]([F:12])([F:13])[F:14])=[CH:10][C:5]=2[S:4][C:3]=1[CH:15]([OH:26])[CH2:16][CH2:17][O:18][CH2:19][C:20]1[CH:25]=[CH:24][CH:23]=[CH:22][CH:21]=1. (3) Given the reactants F[C:2]1[CH:3]=[CH:4][C:5]([N+:15]([O-:17])=[O:16])=[C:6]([CH:14]=1)[O:7][CH:8]1[CH2:13][CH2:12][O:11][CH2:10][CH2:9]1.[CH3:18][S:19]([C:22]1[N:27]=[CH:26][C:25]([OH:28])=[CH:24][CH:23]=1)(=[O:21])=[O:20].C(=O)([O-])[O-].[K+].[K+].O, predict the reaction product. The product is: [CH3:18][S:19]([C:22]1[CH:23]=[CH:24][C:25]([O:28][C:2]2[CH:3]=[CH:4][C:5]([N+:15]([O-:17])=[O:16])=[C:6]([O:7][CH:8]3[CH2:13][CH2:12][O:11][CH2:10][CH2:9]3)[CH:14]=2)=[CH:26][N:27]=1)(=[O:21])=[O:20]. (4) Given the reactants [Cl:1][C:2]1[CH:3]=[C:4]([CH:8]=[CH:9][C:10]=1[O:11][CH2:12][C:13]([F:16])([F:15])[F:14])[C:5](Cl)=[O:6].O[NH:18][C:19](=[NH:39])[C:20]1[CH:29]=[CH:28][CH:27]=[C:26]2[C:21]=1[CH:22]=[CH:23][N:24]=[C:25]2[CH2:30][CH2:31][C:32]([O:34][C:35]([CH3:38])([CH3:37])[CH3:36])=[O:33].C(N(CC)CC)C, predict the reaction product. The product is: [Cl:1][C:2]1[CH:3]=[C:4]([C:5]2[O:6][N:18]=[C:19]([C:20]3[CH:29]=[CH:28][CH:27]=[C:26]4[C:21]=3[CH:22]=[CH:23][N:24]=[C:25]4[CH2:30][CH2:31][C:32]([O:34][C:35]([CH3:38])([CH3:37])[CH3:36])=[O:33])[N:39]=2)[CH:8]=[CH:9][C:10]=1[O:11][CH2:12][C:13]([F:16])([F:15])[F:14]. (5) Given the reactants [F:1][C:2]1[CH:7]=[CH:6][C:5]([C:8]2O[C:12](=O)[C:11]([C:15]#[N:16])=[C:10]([N:17]3[CH2:22][CH2:21][CH2:20][CH2:19][CH2:18]3)[CH:9]=2)=[CH:4][CH:3]=1, predict the reaction product. The product is: [F:1][C:2]1[CH:7]=[CH:6][C:5]([C:8]2[C:9]3[CH2:8][C:5]4[C:4](=[CH:3][CH:2]=[CH:7][CH:6]=4)[C:12]=3[C:11]([C:15]#[N:16])=[C:10]([N:17]3[CH2:22][CH2:21][CH2:20][CH2:19][CH2:18]3)[CH:9]=2)=[CH:4][CH:3]=1. (6) Given the reactants Br[C:2]1[CH:3]=[C:4]([C:15]#[N:16])[CH:5]=[C:6]2[C:10]=1[N:9]([CH3:11])[C:8]([C:12]([NH2:14])=[O:13])=[CH:7]2.[N+:17]([C:20]1[CH:25]=[CH:24][C:23](B(O)O)=[CH:22][CH:21]=1)([O-:19])=[O:18], predict the reaction product. The product is: [C:15]([C:4]1[CH:5]=[C:6]2[C:10](=[C:2]([C:23]3[CH:24]=[CH:25][C:20]([N+:17]([O-:19])=[O:18])=[CH:21][CH:22]=3)[CH:3]=1)[N:9]([CH3:11])[C:8]([C:12]([NH2:14])=[O:13])=[CH:7]2)#[N:16]. (7) Given the reactants C([O:8][C:9](=[O:17])[CH2:10][CH2:11][CH:12]1[CH2:15][C:14](=[O:16])[CH2:13]1)C1C=CC=CC=1.N#N, predict the reaction product. The product is: [O:16]=[C:14]1[CH2:15][CH:12]([CH2:11][CH2:10][C:9]([OH:17])=[O:8])[CH2:13]1. (8) Given the reactants [OH:1][N:2]1[C:6](=[O:7])[CH2:5][C:4]([CH3:9])([CH3:8])[C:3]1=[O:10].CC1(C)CC(=O)OC1=O.[Cl:20][C:21]1[CH:26]=[CH:25][C:24]([CH:27]([C:37]2[CH:42]=[CH:41][C:40]([Cl:43])=[CH:39][CH:38]=2)[N:28]2[CH2:33][CH2:32][N:31]([C:34](Cl)=[O:35])[CH2:30][CH2:29]2)=[CH:23][CH:22]=1, predict the reaction product. The product is: [Cl:20][C:21]1[CH:22]=[CH:23][C:24]([CH:27]([C:37]2[CH:38]=[CH:39][C:40]([Cl:43])=[CH:41][CH:42]=2)[N:28]2[CH2:29][CH2:30][N:31]([C:34]([O:1][N:2]3[C:6](=[O:7])[CH2:5][C:4]([CH3:9])([CH3:8])[C:3]3=[O:10])=[O:35])[CH2:32][CH2:33]2)=[CH:25][CH:26]=1. (9) The product is: [NH2:33][C:29]1[N:30]=[CH:31][N:32]=[C:27]([C:10]2[NH:9][C:8]([C:21]([NH:36][CH3:35])=[O:23])=[C:7]([C:1]3[CH:2]=[CH:3][CH:4]=[CH:5][CH:6]=3)[CH:11]=2)[CH:28]=1. Given the reactants [C:1]1([C:7]2[CH:11]=[CH:10][N:9](S(C3C=CC=CC=3)(=O)=O)[C:8]=2[C:21]([O:23]CC)=O)[CH:6]=[CH:5][CH:4]=[CH:3][CH:2]=1.Cl[C:27]1[N:32]=[CH:31][N:30]=[C:29]([NH:33]C)[CH:28]=1.[CH3:35][NH2:36], predict the reaction product.